Dataset: Forward reaction prediction with 1.9M reactions from USPTO patents (1976-2016). Task: Predict the product of the given reaction. (1) Given the reactants [CH3:1][C:2]1[CH:7]=[CH:6][C:5]([CH3:8])=[CH:4][C:3]=1[OH:9].C(Cl)(Cl)Cl.[C:14](Cl)(=[O:16])[CH3:15], predict the reaction product. The product is: [CH3:1][C:2]1[CH:7]=[CH:6][C:5]([CH3:8])=[CH:4][C:3]=1[O:9][C:14](=[O:16])[CH3:15]. (2) Given the reactants [OH:1][C:2]1[CH:20]=[CH:19][CH:18]=[CH:17][C:3]=1[CH2:4][C:5]1[CH:16]=[CH:15][C:8]([C:9](N(OC)C)=[O:10])=[CH:7][CH:6]=1.[CH3:21][Mg]Br.[Cl-].[NH4+], predict the reaction product. The product is: [C:9]([C:8]1[CH:7]=[CH:6][C:5]([CH2:4][C:3]2[CH:17]=[CH:18][CH:19]=[CH:20][C:2]=2[OH:1])=[CH:16][CH:15]=1)(=[O:10])[CH3:21]. (3) Given the reactants [C:1]([N:8]([CH3:10])[NH2:9])([O:3][C:4]([CH3:7])([CH3:6])[CH3:5])=[O:2].[CH2:11]([N:18]=[C:19]=[O:20])[C:12]1[CH:17]=[CH:16][CH:15]=[CH:14][CH:13]=1, predict the reaction product. The product is: [C:1]([N:8]([CH3:10])[NH:9][C:19](=[O:20])[NH:18][CH2:11][C:12]1[CH:17]=[CH:16][CH:15]=[CH:14][CH:13]=1)([O:3][C:4]([CH3:7])([CH3:6])[CH3:5])=[O:2].